Dataset: Full USPTO retrosynthesis dataset with 1.9M reactions from patents (1976-2016). Task: Predict the reactants needed to synthesize the given product. (1) Given the product [CH2:18]([O:17][C:15](=[O:16])[NH:25][C@H:26]([CH2:29][OH:30])[C:27]([NH:9][C:6]1[CH:7]=[CH:8][C:3]([O:2][CH3:1])=[CH:4][CH:5]=1)=[O:28])[C:19]1[CH:20]=[CH:21][CH:22]=[CH:23][CH:24]=1, predict the reactants needed to synthesize it. The reactants are: [CH3:1][O:2][C:3]1[CH:8]=[CH:7][C:6]([NH2:9])=[CH:5][CH:4]=1.C1COCC1.[C:15]([NH:25][C@@H:26]([C:29](O)=[O:30])[CH2:27][OH:28])([O:17][CH2:18][C:19]1[CH:24]=[CH:23][CH:22]=[CH:21][CH:20]=1)=[O:16].CCN=C=NCCCN(C)C. (2) Given the product [OH:9][N:8]=[C:17]([NH2:18])[C:16]1[CH:15]=[CH:14][C:13]([N+:10]([O-:12])=[O:11])=[CH:20][CH:19]=1, predict the reactants needed to synthesize it. The reactants are: C(=O)([O-])[O-].[K+].[K+].Cl.[NH2:8][OH:9].[N+:10]([C:13]1[CH:20]=[CH:19][C:16]([C:17]#[N:18])=[CH:15][CH:14]=1)([O-:12])=[O:11]. (3) Given the product [CH2:1]1[NH:6][C:5]2[NH:7][C:8]([NH2:12])=[N:9][C:10](=[O:11])[C:4]=2[N:3]([CH:13]=[O:14])[C@H:2]1[CH2:15][NH:16][C:17]1[CH:18]=[CH:19][C:20]([C:23]([NH:25][C@H:26]([C:32]([OH:34])=[O:33])[CH2:27][CH2:28][C:29]([OH:31])=[O:30])=[O:24])=[CH:21][CH:22]=1, predict the reactants needed to synthesize it. The reactants are: [CH2:1]1[NH:6][C:5]2[NH:7][C:8]([NH2:12])=[N:9][C:10](=[O:11])[C:4]=2[N:3]([CH:13]=[O:14])[C@H:2]1[CH2:15][NH:16][C:17]1[CH:22]=[CH:21][C:20]([C:23]([NH:25][C@H:26]([C:32]([O-:34])=[O:33])[CH2:27][CH2:28][C:29]([O-:31])=[O:30])=[O:24])=[CH:19][CH:18]=1.O.O.O.O.O.[Ca+2].C(=O)([O-])[O-].[Na+].[Na+].C(=O)([O-])[O-].[Ca+2].Cl. (4) The reactants are: C(OC([N:11]1[C@H:16]([C:17]2[CH:22]=[C:21]([F:23])[C:20]([F:24])=[C:19]([F:25])[CH:18]=2)[CH2:15][O:14][CH2:13][C@@H:12]1[C:26](=[O:28])[CH3:27])=O)C1C=CC=CC=1. Given the product [F:23][C:21]1[CH:22]=[C:17]([C@H:16]2[NH:11][C@@H:12]([C:26](=[O:28])[CH3:27])[CH2:13][O:14][CH2:15]2)[CH:18]=[C:19]([F:25])[C:20]=1[F:24], predict the reactants needed to synthesize it. (5) Given the product [C:5]([S:9][C:10]1[CH:15]=[CH:14][C:13]([C:16]2[CH:21]=[CH:20][C:19]([CH2:22][Br:2])=[CH:18][CH:17]=2)=[CH:12][CH:11]=1)([CH3:8])([CH3:7])[CH3:6], predict the reactants needed to synthesize it. The reactants are: P(Br)(Br)[Br:2].[C:5]([S:9][C:10]1[CH:15]=[CH:14][C:13]([C:16]2[CH:21]=[CH:20][C:19]([CH2:22]O)=[CH:18][CH:17]=2)=[CH:12][CH:11]=1)([CH3:8])([CH3:7])[CH3:6].CO. (6) Given the product [C:1]([O:5][C:6](=[O:28])[NH:7][CH2:8][C:9]1[CH:14]=[C:13]([O:15][C:16]2[CH:21]=[C:20]([O:22][CH3:23])[CH:19]=[C:18]([F:24])[CH:17]=2)[CH:12]=[CH:11][C:10]=1[NH2:25])([CH3:4])([CH3:2])[CH3:3], predict the reactants needed to synthesize it. The reactants are: [C:1]([O:5][C:6](=[O:28])[NH:7][CH2:8][C:9]1[CH:14]=[C:13]([O:15][C:16]2[CH:21]=[C:20]([O:22][CH3:23])[CH:19]=[C:18]([F:24])[CH:17]=2)[CH:12]=[CH:11][C:10]=1[N+:25]([O-])=O)([CH3:4])([CH3:3])[CH3:2].[Cl-].[NH4+].C(O)C. (7) The reactants are: [C:1]([O:4][C:5]([CH3:11])([CH:8]1[CH2:10][CH2:9]1)[C:6]#[N:7])(=[O:3])[CH3:2].[OH-].[Na+]. Given the product [C:1]([O:4][C@@:5]([CH3:11])([CH:8]1[CH2:10][CH2:9]1)[C:6]#[N:7])(=[O:3])[CH3:2], predict the reactants needed to synthesize it. (8) The reactants are: [F:1][C:2]1[CH:3]=[C:4]([CH:10]([C:12]2[C:21]([N+:22]([O-:24])=[O:23])=[C:20]3[C:15]([CH:16]=[CH:17][CH:18]=[N:19]3)=[CH:14][CH:13]=2)[OH:11])[CH:5]=[CH:6][C:7]=1[O:8][CH3:9].C1C=C[NH+]=CC=1.[O-][Cr](Cl)(=O)=O. Given the product [F:1][C:2]1[CH:3]=[C:4]([C:10]([C:12]2[C:21]([N+:22]([O-:24])=[O:23])=[C:20]3[C:15]([CH:16]=[CH:17][CH:18]=[N:19]3)=[CH:14][CH:13]=2)=[O:11])[CH:5]=[CH:6][C:7]=1[O:8][CH3:9], predict the reactants needed to synthesize it. (9) Given the product [C:10]1([CH3:19])[CH:15]=[CH:14][CH:13]=[C:12]([C:2]2[S:3][CH:4]=[CH:5][C:6]=2[C:7]([OH:9])=[O:8])[CH:11]=1, predict the reactants needed to synthesize it. The reactants are: Br[C:2]1[S:3][CH:4]=[CH:5][C:6]=1[C:7]([OH:9])=[O:8].[C:10]1([CH3:19])[CH:15]=[CH:14][CH:13]=[C:12](B(O)O)[CH:11]=1.C([O-])([O-])=O.[K+].[K+].